Dataset: Reaction yield outcomes from USPTO patents with 853,638 reactions. Task: Predict the reaction yield, written as a fraction of the theoretical maximum amount of product (1.0 means a 100% yield; for example, 0.34 means a 34% yield). (1) The reactants are Cl[C:2]1[S:3][C:4]([C:7]#[N:8])=[CH:5][N:6]=1.[C:9]([NH:16][C:17]1[CH:22]=[CH:21][C:20]([OH:23])=[CH:19][CH:18]=1)([O:11][C:12]([CH3:15])([CH3:14])[CH3:13])=[O:10].C([O-])([O-])=O.[K+].[K+].O. The catalyst is CN(C)C=O. The product is [C:7]([C:4]1[S:3][C:2]([O:23][C:20]2[CH:19]=[CH:18][C:17]([NH:16][C:9](=[O:10])[O:11][C:12]([CH3:14])([CH3:13])[CH3:15])=[CH:22][CH:21]=2)=[N:6][CH:5]=1)#[N:8]. The yield is 1.00. (2) The reactants are [NH2:1][C:2]1[CH:7]=[CH:6][N:5]([CH:8]2[O:18][CH:17]3[CH:10]([O:11][Si:12]([CH:28]([CH3:30])[CH3:29])([CH:25]([CH3:27])[CH3:26])[O:13][Si:14]([CH:22]([CH3:24])[CH3:23])([CH:19]([CH3:21])[CH3:20])[O:15][CH2:16]3)[C:9]2([F:32])[F:31])[C:4](=[O:33])[N:3]=1.[C:34](=O)([O:46]C1C=CC([N+]([O-])=O)=CC=1)[O:35][CH2:36][C:37]1[O:38][C:39]2[CH:45]=[CH:44][CH:43]=[CH:42][C:40]=2[CH:41]=1. The catalyst is C1COCC1. The product is [F:32][C:9]1([F:31])[CH:10]2[O:11][Si:12]([CH:25]([CH3:27])[CH3:26])([CH:28]([CH3:30])[CH3:29])[O:13][Si:14]([CH:19]([CH3:20])[CH3:21])([CH:22]([CH3:23])[CH3:24])[O:15][CH2:16][CH:17]2[O:18][CH:8]1[N:5]1[CH:6]=[CH:7][C:2]([NH:1][C:34](=[O:46])[O:35][CH2:36][C:37]2[O:38][C:39]3[CH:45]=[CH:44][CH:43]=[CH:42][C:40]=3[CH:41]=2)=[N:3][C:4]1=[O:33]. The yield is 0.870. (3) The reactants are C([N:5]1[C:9](=[O:10])[CH:8]=[C:7]([C:11]2[CH:16]=[CH:15][C:14]([N:17]3[CH2:21][CH2:20][C@@H:19]([NH:22]C(=O)OC(C)(C)C)[CH2:18]3)=[C:13]([CH:30]=[O:31])[CH:12]=2)[S:6]1(=[O:33])=[O:32])(C)(C)C.C([SiH](C(C)C)C(C)C)(C)C. The catalyst is C(O)(C(F)(F)F)=O. The product is [NH2:22][C@@H:19]1[CH2:20][CH2:21][N:17]([C:14]2[CH:15]=[CH:16][C:11]([C:7]3[S:6](=[O:33])(=[O:32])[NH:5][C:9](=[O:10])[CH:8]=3)=[CH:12][C:13]=2[CH:30]=[O:31])[CH2:18]1. The yield is 0.170. (4) The reactants are [B-](F)(F)(F)F.C1C=CN=CC=1.C1C=CN=CC=1.[IH2+:18].[CH3:19][N:20]1[CH2:25][CH2:24][N:23]([C:26]2[CH:31]=[CH:30][CH:29]=[CH:28][C:27]=2[CH3:32])[CH2:22][CH2:21]1.FC(F)(F)S(O)(=O)=O.[O-]S([O-])(=S)=O.[Na+].[Na+]. The catalyst is C(Cl)Cl. The product is [I:18][C:29]1[CH:30]=[CH:31][C:26]([N:23]2[CH2:24][CH2:25][N:20]([CH3:19])[CH2:21][CH2:22]2)=[C:27]([CH3:32])[CH:28]=1. The yield is 0.240. (5) The reactants are [OH-].[Na+].[Br:3][C:4]1[CH:5]=[C:6]2[C:10](=[CH:11][CH:12]=1)[N:9]([CH:13]1[CH2:18][CH2:17][CH2:16][CH2:15][O:14]1)[N:8]=[C:7]2[C:19]([O:21]C)=[O:20].Cl. The catalyst is O. The product is [Br:3][C:4]1[CH:5]=[C:6]2[C:10](=[CH:11][CH:12]=1)[N:9]([CH:13]1[CH2:18][CH2:17][CH2:16][CH2:15][O:14]1)[N:8]=[C:7]2[C:19]([OH:21])=[O:20]. The yield is 0.700. (6) The yield is 0.950. The reactants are [Si:1]([O:8][C@@H:9]1[C@@H:13]([CH2:14][O:15][Si:16]([C:19]([CH3:22])([CH3:21])[CH3:20])([CH3:18])[CH3:17])[O:12][C@@H:11]([N:23]2[C:33]3[N:32]=[CH:31][N:30]=[C:27]([O:28][CH3:29])[C:26]=3[N:25]=[CH:24]2)[CH2:10]1)([C:4]([CH3:7])([CH3:6])[CH3:5])([CH3:3])[CH3:2].N1(OC2C3N=CN(C=3N=CN=2)[C@@H]2O[C@H](CO[Si](C(C)(C)C)(C)C)[C@@H](O[Si](C(C)(C)C)(C)C)C2)C2C=CC=C[C:37]=2N=N1.C([O-])([O-])=O.[Cs+].[Cs+]. The product is [Si:1]([O:8][C@@H:9]1[C@@H:13]([CH2:14][O:15][Si:16]([C:19]([CH3:20])([CH3:21])[CH3:22])([CH3:18])[CH3:17])[O:12][C@@H:11]([N:23]2[C:33]3[N:32]=[CH:31][N:30]=[C:27]([O:28][CH2:29][CH3:37])[C:26]=3[N:25]=[CH:24]2)[CH2:10]1)([C:4]([CH3:6])([CH3:7])[CH3:5])([CH3:3])[CH3:2]. The catalyst is CCO.